This data is from Reaction yield outcomes from USPTO patents with 853,638 reactions. The task is: Predict the reaction yield, written as a fraction of the theoretical maximum amount of product (1.0 means a 100% yield; for example, 0.34 means a 34% yield). (1) The reactants are C([O:3][C:4](=O)[CH:5]([NH:26]C1C=C2C(=CC=1)NN=C2)[CH2:6][C:7](=[O:25])[N:8]1[CH2:13][CH2:12][CH:11]([N:14]2[CH2:23][C:22]3[C:17](=[CH:18][CH:19]=[CH:20][CH:21]=3)[NH:16][C:15]2=[O:24])[CH2:10][CH2:9]1)C.[N:43]1([N:43]2[CH2:48][CH2:47][CH2:46][CH2:45][CH2:44]2)[CH2:48][CH2:47][CH2:46][CH2:45][CH2:44]1.CCOP(ON1[N:68]=[N:67][C:62]2[CH:63]=[CH:64][CH:65]=[CH:66][C:61]=2[C:59]1=O)(OCC)=O. The catalyst is CN(C)C=O.C(N(CC)CC)C. The product is [N:8]1([CH:46]2[CH2:45][CH2:44][N:43]([C:4](=[O:3])[CH:5]([NH:26][C:65]3[CH:66]=[C:61]4[C:62](=[CH:63][CH:64]=3)[NH:67][N:68]=[CH:59]4)[CH2:6][C:7]([N:8]3[CH2:9][CH2:10][CH:11]([N:14]4[CH2:23][C:22]5[C:17](=[CH:18][CH:19]=[CH:20][CH:21]=5)[NH:16][C:15]4=[O:24])[CH2:12][CH2:13]3)=[O:25])[CH2:48][CH2:47]2)[CH2:13][CH2:12][CH2:11][CH2:10][CH2:9]1. The yield is 0.260. (2) The reactants are [Br:1][C:2]1[C:3]2[O:11][CH:10]=[CH:9][C:4]=2[C:5](=O)[NH:6][CH:7]=1.P(Br)(Br)([Br:14])=O. No catalyst specified. The product is [Br:14][C:5]1[C:4]2[CH:9]=[CH:10][O:11][C:3]=2[C:2]([Br:1])=[CH:7][N:6]=1. The yield is 0.680. (3) The reactants are Br[C:2]1[S:3][CH:4]=[CH:5][N:6]=1.[C:7]([C:9]1[CH:10]=[C:11](B(O)O)[CH:12]=[CH:13][C:14]=1[F:15])#[N:8].C([O-])([O-])=O.[K+].[K+].N#N. The catalyst is C1C=CC([P]([Pd]([P](C2C=CC=CC=2)(C2C=CC=CC=2)C2C=CC=CC=2)([P](C2C=CC=CC=2)(C2C=CC=CC=2)C2C=CC=CC=2)[P](C2C=CC=CC=2)(C2C=CC=CC=2)C2C=CC=CC=2)(C2C=CC=CC=2)C2C=CC=CC=2)=CC=1.COCCOC.O. The product is [F:15][C:14]1[CH:13]=[CH:12][C:11]([C:2]2[S:3][CH:4]=[CH:5][N:6]=2)=[CH:10][C:9]=1[C:7]#[N:8]. The yield is 0.710. (4) The reactants are [CH3:1][C:2]1[CH:7]=[CH:6][C:5]([C:8]2[C:9]([NH2:14])=[CH:10][CH:11]=[CH:12][CH:13]=2)=[CH:4][CH:3]=1.[C:15](OC(=O)C)(=[O:17])[CH3:16].N1C=CC=CC=1.[Cl-].[NH4+].Cl. The catalyst is ClCCl.CN(C1C=CN=CC=1)C. The product is [CH3:1][C:2]1[CH:3]=[CH:4][C:5]([C:8]2[CH:13]=[CH:12][CH:11]=[CH:10][C:9]=2[NH:14][C:15](=[O:17])[CH3:16])=[CH:6][CH:7]=1. The yield is 0.830. (5) The reactants are FC1C=C(F)C=CC=1C(O[C:7]1[CH:12]=[C:11]([CH3:13])[C:10]([CH3:14])=[CH:9][C:8]=1[NH:15][C:16](=[O:25])[C:17]1[CH:22]=[CH:21][C:20]([F:23])=[CH:19][C:18]=1[F:24])=O.CC1C=CC(S(O)(=O)=O)=CC=1. The catalyst is C1(C)C(C)=CC=CC=1.C(OCC)(=O)C. The product is [F:24][C:18]1[CH:19]=[C:20]([F:23])[CH:21]=[CH:22][C:17]=1[C:16]1[O:25][C:7]2[CH:12]=[C:11]([CH3:13])[C:10]([CH3:14])=[CH:9][C:8]=2[N:15]=1. The yield is 0.640. (6) The reactants are [CH:1]1([CH:7]([C:9]2[C:10]([CH2:20][O:21][CH3:22])=[N:11][N:12]([C:14]3[CH:19]=[CH:18][CH:17]=[CH:16][CH:15]=3)[CH:13]=2)O)[CH2:6][CH2:5][CH2:4][CH2:3][CH2:2]1.[NH2:23][C:24]1[CH:29]=[CH:28][C:27]([C:30]([NH:32][CH2:33][CH2:34][C:35]([O:37]CC)=[O:36])=[O:31])=[CH:26][CH:25]=1. No catalyst specified. The product is [CH:1]1([CH:7]([NH:23][C:24]2[CH:25]=[CH:26][C:27]([C:30]([NH:32][CH2:33][CH2:34][C:35]([OH:37])=[O:36])=[O:31])=[CH:28][CH:29]=2)[C:9]2[C:10]([CH2:20][O:21][CH3:22])=[N:11][N:12]([C:14]3[CH:19]=[CH:18][CH:17]=[CH:16][CH:15]=3)[CH:13]=2)[CH2:6][CH2:5][CH2:4][CH2:3][CH2:2]1. The yield is 0.460. (7) The reactants are C(OC([N:8]1[CH2:13][CH:12]=[C:11](/[C:14](/[C:23]2[CH:28]=[CH:27][C:26]([C:29]([F:32])([F:31])[F:30])=[CH:25][CH:24]=2)=[CH:15]/[CH:16]=[CH:17]/[C:18]([O:20][CH2:21][CH3:22])=[O:19])[CH2:10][CH2:9]1)=O)(C)(C)C.Cl.C(OCC)(=O)C.C(=O)([O-])O.[Na+]. No catalyst specified. The product is [NH:8]1[CH2:9][CH:10]=[C:11](/[C:14](/[C:23]2[CH:24]=[CH:25][C:26]([C:29]([F:30])([F:31])[F:32])=[CH:27][CH:28]=2)=[CH:15]/[CH:16]=[CH:17]/[C:18]([O:20][CH2:21][CH3:22])=[O:19])[CH2:12][CH2:13]1. The yield is 0.680. (8) The reactants are [F:1][C:2]1([F:12])[O:6][C:5]2[CH:7]=[CH:8][C:9]([OH:11])=[CH:10][C:4]=2[O:3]1.C([Mg]Cl)(C)C.[F:18][C:19]([F:38])([F:37])[C:20]1[O:24][C:23]([CH2:25][N:26]2[C:34]3[C:29](=[CH:30][CH:31]=[CH:32][CH:33]=3)[C:28](=[O:35])[C:27]2=[O:36])=[CH:22][CH:21]=1.[Cl-].[NH4+]. The catalyst is O1CCCC1. The product is [F:12][C:2]1([F:1])[O:3][C:4]2[CH:10]=[C:9]([OH:11])[C:8]([C:28]3([OH:35])[C:29]4[C:34](=[CH:33][CH:32]=[CH:31][CH:30]=4)[N:26]([CH2:25][C:23]4[O:24][C:20]([C:19]([F:38])([F:37])[F:18])=[CH:21][CH:22]=4)[C:27]3=[O:36])=[CH:7][C:5]=2[O:6]1. The yield is 0.730. (9) The reactants are [CH2:1]([O:8][C:9]1[CH:14]=[CH:13][CH:12]=[CH:11][C:10]=1[OH:15])[C:2]1[CH:7]=[CH:6][CH:5]=[CH:4][CH:3]=1.[I-:16].[Na+].[OH-].[Na+].Cl[O-].[Na+].Cl. The catalyst is CO.[O-]S([O-])(=S)=O.[Na+].[Na+].CC(OC)(C)C. The product is [CH2:1]([O:8][C:9]1[CH:14]=[C:13]([I:16])[CH:12]=[CH:11][C:10]=1[OH:15])[C:2]1[CH:3]=[CH:4][CH:5]=[CH:6][CH:7]=1. The yield is 0.629.